From a dataset of Forward reaction prediction with 1.9M reactions from USPTO patents (1976-2016). Predict the product of the given reaction. Given the reactants Cl[C:2]1[N:10]=[CH:9][C:8]([F:11])=[CH:7][C:3]=1[C:4]([OH:6])=[O:5].C(=O)([O-])[O-].[K+].[K+].[CH2:18]([C:25]1[CH:26]=[C:27]([CH:29]=[CH:30][CH:31]=1)[NH2:28])[C:19]1[CH:24]=[CH:23][CH:22]=[CH:21][CH:20]=1, predict the reaction product. The product is: [CH2:18]([C:25]1[CH:26]=[C:27]([NH:28][C:2]2[N:10]=[CH:9][C:8]([F:11])=[CH:7][C:3]=2[C:4]([OH:6])=[O:5])[CH:29]=[CH:30][CH:31]=1)[C:19]1[CH:20]=[CH:21][CH:22]=[CH:23][CH:24]=1.